From a dataset of Catalyst prediction with 721,799 reactions and 888 catalyst types from USPTO. Predict which catalyst facilitates the given reaction. (1) Reactant: [Br:1][C:2]1[CH:7]=[CH:6][C:5]([C:8](O)([CH2:11][CH3:12])[CH2:9][CH3:10])=[CH:4][C:3]=1[CH3:14].[CH3:15][C:16]1[CH:21]=[CH:20][CH:19]=[C:18]([CH3:22])[C:17]=1[OH:23].[Al+3].[Cl-].[Cl-].[Cl-]. Product: [Br:1][C:2]1[CH:7]=[CH:6][C:5]([C:8]([C:20]2[CH:19]=[C:18]([CH3:22])[C:17]([OH:23])=[C:16]([CH3:15])[CH:21]=2)([CH2:11][CH3:12])[CH2:9][CH3:10])=[CH:4][C:3]=1[CH3:14]. The catalyst class is: 11. (2) Reactant: [F:1][C:2]([F:19])([F:18])[C:3]1[CH:8]=[CH:7][C:6]([C:9]2[C:10]([C:15]([OH:17])=O)=[CH:11][CH:12]=[CH:13][CH:14]=2)=[CH:5][CH:4]=1.C(Cl)(=O)C(Cl)=O.N1C=CC=CC=1.[CH2:32]([O:34][C:35]([C:37]1[N:38]([CH3:48])[C:39]2[C:44]([C:45]=1[Cl:46])=[CH:43][C:42]([NH2:47])=[CH:41][CH:40]=2)=[O:36])[CH3:33]. Product: [CH2:32]([O:34][C:35]([C:37]1[N:38]([CH3:48])[C:39]2[C:44]([C:45]=1[Cl:46])=[CH:43][C:42]([NH:47][C:15]([C:10]1[C:9]([C:6]3[CH:5]=[CH:4][C:3]([C:2]([F:1])([F:19])[F:18])=[CH:8][CH:7]=3)=[CH:14][CH:13]=[CH:12][CH:11]=1)=[O:17])=[CH:41][CH:40]=2)=[O:36])[CH3:33]. The catalyst class is: 59. (3) Reactant: [CH3:1][C:2]([CH3:32])([CH3:31])[CH2:3][CH:4]([C:21]1[CH:30]=[CH:29][C:24]([C:25](OC)=[O:26])=[CH:23][CH:22]=1)[NH:5][C:6]1[CH:7]=[N:8][C:9]([N:12]2[CH:16]=[C:15]([C:17]([F:20])([F:19])[F:18])[N:14]=[CH:13]2)=[CH:10][CH:11]=1.[OH-].[Li+].Cl.F[P-](F)(F)(F)(F)F.N1(OC(N(C)C)=[N+](C)C)C2N=CC=CC=2N=N1.Cl.[NH2:61][CH2:62][CH2:63][C:64]([O:66]C)=[O:65].C(NC(C)C)(C)C.[Cl-].[NH4+]. Product: [CH3:31][C:2]([CH3:1])([CH3:32])[CH2:3][CH:4]([C:21]1[CH:22]=[CH:23][C:24]([C:25]([NH:61][CH2:62][CH2:63][C:64]([OH:66])=[O:65])=[O:26])=[CH:29][CH:30]=1)[NH:5][C:6]1[CH:7]=[N:8][C:9]([N:12]2[CH:16]=[C:15]([C:17]([F:18])([F:20])[F:19])[N:14]=[CH:13]2)=[CH:10][CH:11]=1. The catalyst class is: 7. (4) Reactant: [CH3:1][O:2][C:3]1[CH:8]=[CH:7][C:6]([N:9]2[C:13]3=[C:14]4[C:18](=[CH:19][CH:20]=[C:12]3[C:11]([C:21]([NH2:23])=O)=[N:10]2)[NH:17][N:16]=[CH:15]4)=[CH:5][CH:4]=1.FC(F)(F)C(OC(=O)C(F)(F)F)=O. Product: [CH3:1][O:2][C:3]1[CH:4]=[CH:5][C:6]([N:9]2[C:13]3=[C:14]4[C:18](=[CH:19][CH:20]=[C:12]3[C:11]([C:21]#[N:23])=[N:10]2)[NH:17][N:16]=[CH:15]4)=[CH:7][CH:8]=1. The catalyst class is: 20. (5) Reactant: Cl.C(OC([N:9]1[CH2:14][CH2:13][N:12]([C:15]2[C:24]3[C:19](=[CH:20][CH:21]=[C:22]([Br:25])[CH:23]=3)[N:18]=[CH:17][N:16]=2)[CH2:11][CH2:10]1)=O)(C)(C)C. Product: [Br:25][C:22]1[CH:23]=[C:24]2[C:19](=[CH:20][CH:21]=1)[N:18]=[CH:17][N:16]=[C:15]2[N:12]1[CH2:13][CH2:14][NH:9][CH2:10][CH2:11]1. The catalyst class is: 5. (6) The catalyst class is: 2. Product: [Cl:32][CH2:33][C:34]([NH:7][C:8]1[CH:13]=[C:12]([CH2:14][C:15]2[C:20]([Cl:21])=[CH:19][CH:18]=[CH:17][C:16]=2[Cl:22])[N:11]=[C:10]([NH:23][C:24]2[CH:25]=[CH:26][C:27]([C:28]#[N:29])=[CH:30][CH:31]=2)[N:9]=1)=[O:35]. Reactant: N1C=CC=CC=1.[NH2:7][C:8]1[CH:13]=[C:12]([CH2:14][C:15]2[C:20]([Cl:21])=[CH:19][CH:18]=[CH:17][C:16]=2[Cl:22])[N:11]=[C:10]([NH:23][C:24]2[CH:31]=[CH:30][C:27]([C:28]#[N:29])=[CH:26][CH:25]=2)[N:9]=1.[Cl:32][CH2:33][C:34](Cl)=[O:35]. (7) Reactant: C[O:2][C:3](=[O:18])[C:4]1[CH:9]=[CH:8][C:7]([O:10][CH2:11][C:12]2[CH:17]=[CH:16][CH:15]=[CH:14][CH:13]=2)=[CH:6][CH:5]=1.[OH-].[Na+]. Product: [CH2:11]([O:10][C:7]1[CH:6]=[CH:5][C:4]([C:3]([OH:18])=[O:2])=[CH:9][CH:8]=1)[C:12]1[CH:13]=[CH:14][CH:15]=[CH:16][CH:17]=1. The catalyst class is: 87. (8) Reactant: [NH2:1][C:2]1[N:7]=[C:6]([NH:8][C@H:9]2[CH2:14][CH2:13][C@H:12]([OH:15])[CH2:11][CH2:10]2)[C:5](/[CH:16]=[CH:17]/[C:18](OCC)=[O:19])=[C:4]([CH3:23])[N:3]=1.CC(C)([O-])C.[K+]. Product: [NH2:1][C:2]1[N:3]=[C:4]([CH3:23])[C:5]2[CH:16]=[CH:17][C:18](=[O:19])[N:8]([C@H:9]3[CH2:14][CH2:13][C@H:12]([OH:15])[CH2:11][CH2:10]3)[C:6]=2[N:7]=1. The catalyst class is: 44. (9) Reactant: [C:1]1([C:7]([C:9]2[N:17](S(C3C=CC=CC=3)(=O)=O)[C:12]3=[CH:13][N:14]=[CH:15][CH:16]=[C:11]3[CH:10]=2)=[O:8])[CH:6]=[CH:5][CH:4]=[CH:3][CH:2]=1.[OH-].[Na+]. Product: [C:1]1([C:7]([C:9]2[NH:17][C:12]3=[CH:13][N:14]=[CH:15][CH:16]=[C:11]3[CH:10]=2)=[O:8])[CH:2]=[CH:3][CH:4]=[CH:5][CH:6]=1. The catalyst class is: 14. (10) The catalyst class is: 192. Product: [CH3:34][C:33]1([CH3:37])[CH2:35][O:36][CH:14]([CH:15]([CH3:25])[CH2:2][C:3]([C:4]2[CH:5]=[CH:6][C:7]([O:10][CH2:11][CH3:12])=[CH:8][CH:9]=2)=[O:45])[O:31][CH2:32]1. Reactant: Br[C:2](=O)[CH2:3][C:4]1[CH:9]=[CH:8][C:7]([O:10][CH2:11][CH3:12])=[CH:6][CH:5]=1.[CH3:14][CH:15]([CH3:25])CN(C=CC)CC(C)C.S(=O)(=O)(O)O.[OH:31][CH2:32][C:33]([CH3:37])([CH2:35][OH:36])[CH3:34].C1(C)C=CC(S(O)(=O)=[O:45])=CC=1.